Dataset: Forward reaction prediction with 1.9M reactions from USPTO patents (1976-2016). Task: Predict the product of the given reaction. (1) The product is: [Br:23][CH2:10][C:7]1[CH:8]=[CH:9][C:4]([C:3]([OH:2])=[O:15])=[CH:5][C:6]=1[C:11]([F:14])([F:13])[F:12]. Given the reactants C[O:2][C:3](=[O:15])[C:4]1[CH:9]=[CH:8][C:7]([CH3:10])=[C:6]([C:11]([F:14])([F:13])[F:12])[CH:5]=1.C1C(=O)N([Br:23])C(=O)C1.C(OOC(=O)C1C=CC=CC=1)(=O)C1C=CC=CC=1.O, predict the reaction product. (2) The product is: [Cl:6][C:7]1[CH:11]=[C:10]([C:12]2[O:13][C:49](=[O:50])[C:43]3[N:44]=[CH:45][N:46]=[C:47]([CH3:42])[C:15]=3[N:14]=2)[N:9]([C:26]2[C:31]([Cl:32])=[CH:30][CH:29]=[CH:28][N:27]=2)[N:8]=1. Given the reactants CS(Cl)(=O)=O.[Cl:6][C:7]1[CH:11]=[C:10]([C:12]([NH:14][C:15]2N=C(C(NC)=O)C=C(C)N=2)=[O:13])[N:9]([C:26]2[C:31]([Cl:32])=[CH:30][CH:29]=[CH:28][N:27]=2)[N:8]=1.C(N(CC)CC)C.[Na+].N[C:42]1[C:43]([C:49]([O-])=[O:50])=[N:44][CH:45]=[N:46][C:47]=1C, predict the reaction product. (3) Given the reactants C([O:3]/[CH:4]=[CH:5]/[C:6]1[C:7]([C:38]2[N:39]([C:48]([O:50][C:51]([CH3:54])([CH3:53])[CH3:52])=[O:49])[C:40]3[C:45]([C:46]=2[CH3:47])=[CH:44][CH:43]=[CH:42][CH:41]=3)=[N:8][C:9]([C:12]2[C:13]([N:32]([CH3:37])[S:33]([CH3:36])(=[O:35])=[O:34])=[CH:14][C:15]3[O:19][C:18]([C:20]4[CH:25]=[CH:24][C:23]([F:26])=[CH:22][CH:21]=4)=[C:17]([C:27](=[O:30])[NH:28][CH3:29])[C:16]=3[CH:31]=2)=[CH:10][CH:11]=1)C.[BH4-].[Na+].C([O-])([O-])=O.[K+].[K+], predict the reaction product. The product is: [F:26][C:23]1[CH:22]=[CH:21][C:20]([C:18]2[O:19][C:15]3[CH:14]=[C:13]([N:32]([CH3:37])[S:33]([CH3:36])(=[O:34])=[O:35])[C:12]([C:9]4[N:8]=[C:7]([C:38]5[N:39]([C:48]([O:50][C:51]([CH3:54])([CH3:52])[CH3:53])=[O:49])[C:40]6[C:45]([C:46]=5[CH3:47])=[CH:44][CH:43]=[CH:42][CH:41]=6)[C:6]([CH2:5][CH2:4][OH:3])=[CH:11][CH:10]=4)=[CH:31][C:16]=3[C:17]=2[C:27](=[O:30])[NH:28][CH3:29])=[CH:25][CH:24]=1.